Predict the reactants needed to synthesize the given product. From a dataset of Full USPTO retrosynthesis dataset with 1.9M reactions from patents (1976-2016). (1) Given the product [F:27][C:2]([F:1])([O:7][C:8]1[CH:13]=[CH:12][C:11]([N:14]2[CH:18]=[N:17][C:16]([C:19]3[CH:26]=[CH:25][C:22]([CH2:23][OH:24])=[CH:21][CH:20]=3)=[N:15]2)=[CH:10][CH:9]=1)[C:3]([F:6])([F:5])[F:4], predict the reactants needed to synthesize it. The reactants are: [F:1][C:2]([F:27])([O:7][C:8]1[CH:13]=[CH:12][C:11]([N:14]2[CH:18]=[N:17][C:16]([C:19]3[CH:26]=[CH:25][C:22]([CH:23]=[O:24])=[CH:21][CH:20]=3)=[N:15]2)=[CH:10][CH:9]=1)[C:3]([F:6])([F:5])[F:4].[BH4-].[Na+].Cl.C(=O)(O)[O-].[Na+]. (2) The reactants are: [C:1](#[N:5])[CH2:2][CH2:3][CH3:4].[CH2:6]([OH:8])[CH3:7].[ClH:9]. Given the product [ClH:9].[C:1](=[NH:5])([O:8][CH2:6][CH3:7])[CH2:2][CH2:3][CH3:4], predict the reactants needed to synthesize it. (3) Given the product [C:24]1([C:30]#[C:31][C:2]2[CH:23]=[CH:22][C:5]3[C:6]([NH:15][CH:16]([CH3:21])[C:17]([CH3:20])([CH3:19])[CH3:18])=[N:7][C:8]4[CH:9]=[CH:10][NH:11][C:12](=[O:14])[C:13]=4[C:4]=3[CH:3]=2)[CH:29]=[CH:28][CH:27]=[CH:26][CH:25]=1, predict the reactants needed to synthesize it. The reactants are: Br[C:2]1[CH:23]=[CH:22][C:5]2[C:6]([NH:15][CH:16]([CH3:21])[C:17]([CH3:20])([CH3:19])[CH3:18])=[N:7][C:8]3[CH:9]=[CH:10][NH:11][C:12](=[O:14])[C:13]=3[C:4]=2[CH:3]=1.[C:24]1([C:30]#[CH:31])[CH:29]=[CH:28][CH:27]=[CH:26][CH:25]=1.N#N. (4) The reactants are: [H-].[Na+].[CH:3]12[CH2:9][C:8](=O)[CH:7]1[CH2:6][CH2:5][CH2:4]2.[OH2:11].[O:12]1[CH2:16][CH2:15][CH2:14][CH2:13]1. Given the product [CH:3]12[CH2:9][C:8](=[CH:14][C:13]([O:12][CH2:16][CH3:15])=[O:11])[CH:7]1[CH2:6][CH2:5][CH2:4]2, predict the reactants needed to synthesize it. (5) Given the product [Cl:10][C:4]1[CH:3]=[C:2]([N:14]2[C@@H:15]([CH3:18])[C@@H:16]([OH:17])[C:12]([F:20])([F:11])[C:13]2=[O:19])[CH:9]=[CH:8][C:5]=1[C:6]#[N:7], predict the reactants needed to synthesize it. The reactants are: Br[C:2]1[CH:9]=[CH:8][C:5]([C:6]#[N:7])=[C:4]([Cl:10])[CH:3]=1.[F:11][C:12]1([F:20])[C@H:16]([OH:17])[C@H:15]([CH3:18])[NH:14][C:13]1=[O:19].C1(P(C2C=CC=CC=2)C2C3OC4C(=CC=CC=4P(C4C=CC=CC=4)C4C=CC=CC=4)C(C)(C)C=3C=CC=2)C=CC=CC=1.C(=O)([O-])[O-].[Cs+].[Cs+]. (6) Given the product [CH2:1]([O:3][C:4](=[O:32])[C:5]([O:23][C:24]1[CH:29]=[CH:28][C:27]([O:30][CH3:31])=[CH:26][CH:25]=1)([CH3:22])[CH2:6][C:8]1[CH:9]=[CH:10][C:11]([O:14][CH2:15][C:16]2[CH:21]=[CH:20][CH:19]=[CH:18][CH:17]=2)=[CH:12][CH:13]=1)[CH3:2], predict the reactants needed to synthesize it. The reactants are: [CH2:1]([O:3][C:4](=[O:32])[C:5]([O:23][C:24]1[CH:29]=[CH:28][C:27]([O:30][CH3:31])=[CH:26][CH:25]=1)([CH3:22])[CH:6]([C:8]1[CH:13]=[CH:12][C:11]([O:14][CH2:15][C:16]2[CH:21]=[CH:20][CH:19]=[CH:18][CH:17]=2)=[CH:10][CH:9]=1)O)[CH3:2].B(F)(F)F.CCOCC.C([SiH](CC)CC)C.C([O-])([O-])=O.[Na+].[Na+]. (7) The reactants are: [Cl:1][C:2]1[CH:10]=[C:9]2[C:5]([C:6]([CH2:18][C:19]3[CH:24]=[CH:23][CH:22]=[C:21]([Cl:25])[CH:20]=3)([CH:12]3[CH2:17][CH2:16][CH2:15][NH:14][CH2:13]3)[C:7](=[O:11])[NH:8]2)=[CH:4][CH:3]=1.C(N(CC)CC)C.[CH3:33][O:34][C:35]([C:37]1[CH:42]=[CH:41][C:40]([N:43]=[C:44]=[O:45])=[CH:39][N:38]=1)=[O:36]. Given the product [CH3:33][O:34][C:35]([C:37]1[CH:42]=[CH:41][C:40]([NH:43][C:44]([N:14]2[CH2:15][CH2:16][CH2:17][CH:12]([C:6]3([CH2:18][C:19]4[CH:24]=[CH:23][CH:22]=[C:21]([Cl:25])[CH:20]=4)[C:5]4[C:9](=[CH:10][C:2]([Cl:1])=[CH:3][CH:4]=4)[NH:8][C:7]3=[O:11])[CH2:13]2)=[O:45])=[CH:39][N:38]=1)=[O:36], predict the reactants needed to synthesize it.